This data is from Forward reaction prediction with 1.9M reactions from USPTO patents (1976-2016). The task is: Predict the product of the given reaction. (1) The product is: [CH3:10][O:9][C:7](=[O:8])[C:6]1[CH:11]=[CH:12][C:3]([CH2:2][N:13]2[C:17]3[CH:18]=[CH:19][CH:20]=[CH:21][C:16]=3[NH:15][C:14]2=[O:22])=[CH:4][CH:5]=1. Given the reactants Br[CH2:2][C:3]1[CH:12]=[CH:11][C:6]([C:7]([O:9][CH3:10])=[O:8])=[CH:5][CH:4]=1.[NH:13]1[C:17]2[CH:18]=[CH:19][CH:20]=[CH:21][C:16]=2[NH:15][C:14]1=[O:22].C([O-])([O-])=O.[K+].[K+].O, predict the reaction product. (2) Given the reactants Br[C:2]1[CH:3]=[CH:4][C:5]2[C:6]([CH:10]=1)=[N:7][O:8][N:9]=2.Br[C:12]1[CH:13]=[N:14][CH:15]=[C:16]([CH:23]=1)[C:17]([NH:19][CH2:20][CH2:21][F:22])=[O:18], predict the reaction product. The product is: [N:9]1[O:8][N:7]=[C:6]2[CH:10]=[C:2]([C:12]3[CH:13]=[N:14][CH:15]=[C:16]([CH:23]=3)[C:17]([NH:19][CH2:20][CH2:21][F:22])=[O:18])[CH:3]=[CH:4][C:5]=12. (3) Given the reactants B(F)(F)F.C[O+](C)C.[CH2:9]([O:16][C:17]1[CH:22]=[C:21]([O:23][CH2:24][C:25]2[CH:30]=[CH:29][CH:28]=[CH:27][CH:26]=2)[C:20]([Br:31])=[CH:19][C:18]=1[C:32]1ON=[C:34]([CH3:37])[C:33]=1[C:38]1[CH:43]=[CH:42][C:41]([O:44][CH3:45])=[CH:40][CH:39]=1)[C:10]1[CH:15]=[CH:14][CH:13]=[CH:12][CH:11]=1.Cl.[NH2:47][OH:48].C(=O)([O-])[O-].[K+].[K+], predict the reaction product. The product is: [CH2:9]([O:16][C:17]1[CH:22]=[C:21]([O:23][CH2:24][C:25]2[CH:30]=[CH:29][CH:28]=[CH:27][CH:26]=2)[C:20]([Br:31])=[CH:19][C:18]=1[C:32]1[C:33]([C:38]2[CH:39]=[CH:40][C:41]([O:44][CH3:45])=[CH:42][CH:43]=2)=[C:34]([CH3:37])[O:48][N:47]=1)[C:10]1[CH:15]=[CH:14][CH:13]=[CH:12][CH:11]=1. (4) Given the reactants C1C2C(COC([NH:18][C:19]3([C:32]([O:34][CH3:35])=[O:33])[CH2:24][CH2:23][N:22]([C:25]([O:27][C:28]([CH3:31])([CH3:30])[CH3:29])=[O:26])[CH2:21][CH2:20]3)=O)C3C(=CC=CC=3)C=2C=CC=1.N1CCCCC1, predict the reaction product. The product is: [NH2:18][C:19]1([C:32]([O:34][CH3:35])=[O:33])[CH2:20][CH2:21][N:22]([C:25]([O:27][C:28]([CH3:29])([CH3:30])[CH3:31])=[O:26])[CH2:23][CH2:24]1. (5) Given the reactants CC(OC([NH:8][C:9]1([C:19]([O:21][CH3:22])=[O:20])[CH2:18][CH2:17][C:16]2[C:11](=[CH:12][CH:13]=[CH:14][CH:15]=2)[CH2:10]1)=O)(C)C.[C:23]([OH:29])([C:25]([F:28])([F:27])[F:26])=[O:24], predict the reaction product. The product is: [F:26][C:25]([F:28])([F:27])[C:23]([OH:29])=[O:24].[NH2:8][C:9]1([C:19]([O:21][CH3:22])=[O:20])[CH2:18][CH2:17][C:16]2[C:11](=[CH:12][CH:13]=[CH:14][CH:15]=2)[CH2:10]1. (6) The product is: [N:8]1([CH:4]2[S:3][CH:2]([NH2:1])[N:6]=[CH:5]2)[CH:12]=[CH:11][CH:10]=[N:9]1. Given the reactants [NH2:1][C:2]1[S:3][C:4](Br)=[CH:5][N:6]=1.[NH:8]1[CH:12]=[CH:11][CH:10]=[N:9]1.C(=O)([O-])[O-].[Cs+].[Cs+], predict the reaction product. (7) Given the reactants [CH3:1][C:2]1([CH3:31])[CH2:7][CH2:6][C:5]([C:8]2[CH:13]=[C:12]([C:14]3([OH:20])[CH2:19][CH2:18][O:17][CH2:16][CH2:15]3)[CH:11]=[CH:10][C:9]=2[NH:21][C:22]([C:24]2[NH:25][C:26]([C:29]#[N:30])=[CH:27][N:28]=2)=[O:23])=[CH:4][CH2:3]1.[CH3:32][N:33]([CH3:37])[CH2:34][CH2:35]O.[C:38]([OH:44])([C:40]([F:43])([F:42])[F:41])=[O:39], predict the reaction product. The product is: [F:41][C:40]([F:43])([F:42])[C:38]([OH:44])=[O:39].[CH3:32][N:33]([CH3:37])[CH2:34][CH2:35][O:20][C:14]1([C:12]2[CH:11]=[CH:10][C:9]([NH:21][C:22]([C:24]3[NH:25][C:26]([C:29]#[N:30])=[CH:27][N:28]=3)=[O:23])=[C:8]([C:5]3[CH2:6][CH2:7][C:2]([CH3:31])([CH3:1])[CH2:3][CH:4]=3)[CH:13]=2)[CH2:19][CH2:18][O:17][CH2:16][CH2:15]1.